Predict the product of the given reaction. From a dataset of Forward reaction prediction with 1.9M reactions from USPTO patents (1976-2016). (1) Given the reactants [CH2:1]([O:3][C:4]([C:6]1[C:10]2[CH2:11][CH2:12][C:13]3[C:18]([C:9]=2[N:8]([CH3:20])[C:7]=1C(O)=O)=[N:17][C:16]([NH2:19])=[N:15][CH:14]=3)=[O:5])[CH3:2].C([O-])(O)=O.[Na+].[I:29]I.[I-].[K+], predict the reaction product. The product is: [CH2:1]([O:3][C:4]([C:6]1[C:10]2[CH2:11][CH2:12][C:13]3[C:18]([C:9]=2[N:8]([CH3:20])[C:7]=1[I:29])=[N:17][C:16]([NH2:19])=[N:15][CH:14]=3)=[O:5])[CH3:2]. (2) Given the reactants Br[C:2]1[CH:18]=[CH:17][C:5]2[S:6][C:7]([C:10]3[CH:15]=[CH:14][N:13]=[C:12]([NH2:16])[N:11]=3)=[C:8]([CH3:9])[C:4]=2[CH:3]=1.[CH3:19][O:20][C:21]1[CH:22]=[C:23]([CH:26]=[CH:27][CH:28]=1)[NH:24][CH3:25].[Cl-].C(C1C=CC=C(C(C)C)C=1[N+]1C=CN(C2C(C(C)C)=CC=CC=2C(C)C)C=1)(C)C.CC(C)([O-])C.[Na+], predict the reaction product. The product is: [CH3:19][O:20][C:21]1[CH:22]=[C:23]([N:24]([CH3:25])[C:2]2[CH:18]=[CH:17][C:5]3[S:6][C:7]([C:10]4[CH:15]=[CH:14][N:13]=[C:12]([NH2:16])[N:11]=4)=[C:8]([CH3:9])[C:4]=3[CH:3]=2)[CH:26]=[CH:27][CH:28]=1. (3) Given the reactants [NH2:1][C:2]1[NH:7][C:6]2[NH:8][CH:9]=[C:10]([CH2:11][CH2:12][C:13]3[CH:21]=[CH:20][C:16]([C:17]([OH:19])=O)=[CH:15][CH:14]=3)[C:5]=2[C:4](=[O:22])[N:3]=1.CN1CCOCC1.ClC1N=C(OC)N=C(OC)N=1.Cl.[CH3:42][O:43][C:44](=[O:53])[C@H:45]([CH2:47][CH2:48][C:49]([O:51][CH3:52])=[O:50])[NH2:46].[C:54]1([CH3:64])[CH:59]=[CH:58][C:57]([S:60]([OH:63])(=[O:62])=[O:61])=[CH:56][CH:55]=1, predict the reaction product. The product is: [C:54]1([CH3:64])[CH:55]=[CH:56][C:57]([S:60]([OH:63])(=[O:61])=[O:62])=[CH:58][CH:59]=1.[CH3:42][O:43][C:44](=[O:53])[C@H:45]([CH2:47][CH2:48][C:49]([O:51][CH3:52])=[O:50])[NH:46][C:17](=[O:19])[C:16]1[CH:20]=[CH:21][C:13]([CH2:12][CH2:11][C:10]2[C:5]3[C:4](=[O:22])[N:3]=[C:2]([NH2:1])[NH:7][C:6]=3[NH:8][CH:9]=2)=[CH:14][CH:15]=1. (4) The product is: [CH2:12]([NH:11][C:9]1[N:8]=[C:7]2[C:3]([N:4]=[CH:5][N:6]2[CH2:29][C:28]2[CH:31]=[CH:32][C:25]([N+:22]([O-:24])=[O:23])=[CH:26][CH:27]=2)=[C:2]([NH2:1])[N:10]=1)[CH2:13][CH2:14][CH3:15]. Given the reactants [NH2:1][C:2]1[N:10]=[C:9]([NH:11][CH2:12][CH2:13][CH2:14][CH3:15])[N:8]=[C:7]2[C:3]=1[N:4]=[CH:5][NH:6]2.C([O-])([O-])=O.[Cs+].[Cs+].[N+:22]([C:25]1[CH:32]=[CH:31][C:28]([CH2:29]Br)=[CH:27][CH:26]=1)([O-:24])=[O:23], predict the reaction product. (5) Given the reactants [N+:1]([C:4]1[C:13]2[C:8](=[CH:9][CH:10]=[CH:11][CH:12]=2)[C:7]([OH:14])=[CH:6][CH:5]=1)([O-:3])=[O:2].C1(P(C2C=CC=CC=2)C2C=CC=CC=2)C=CC=CC=1.[NH2:34][C:35]1[CH:40]=[C:39]([CH2:41]O)[CH:38]=[CH:37][N:36]=1.CC(OC(/N=N/C(OC(C)C)=O)=O)C, predict the reaction product. The product is: [NH2:34][C:35]1[CH:40]=[C:39]([CH2:41][O:14][C:7]2[C:8]3[C:13](=[CH:12][CH:11]=[CH:10][CH:9]=3)[C:4]([N+:1]([O-:3])=[O:2])=[CH:5][CH:6]=2)[CH:38]=[CH:37][N:36]=1. (6) Given the reactants [OH:1][C:2]1[CH:9]=[C:8]([C:10]2[S:14][CH:13]=[N:12][C:11]=2[CH3:15])[CH:7]=[CH:6][C:3]=1[C:4]#[N:5].[H-].[H-].[H-].[H-].[Li+].[Al+3], predict the reaction product. The product is: [NH2:5][CH2:4][C:3]1[CH:6]=[CH:7][C:8]([C:10]2[S:14][CH:13]=[N:12][C:11]=2[CH3:15])=[CH:9][C:2]=1[OH:1].